Predict the product of the given reaction. From a dataset of Forward reaction prediction with 1.9M reactions from USPTO patents (1976-2016). Given the reactants [H-].[Al+3].[Li+].[H-].[H-].[H-].O1CCCC1.[C:12]1([C:18]2([C:36]#[N:37])[CH2:23][CH2:22][N:21]([CH2:24][CH2:25][C:26]3[CH:31]=[CH:30][CH:29]=[CH:28][C:27]=3[C:32]([F:35])([F:34])[F:33])[CH2:20][CH2:19]2)[CH:17]=[CH:16][CH:15]=[CH:14][CH:13]=1.[OH-].[Na+], predict the reaction product. The product is: [NH2:37][CH2:36][C:18]1([C:12]2[CH:13]=[CH:14][CH:15]=[CH:16][CH:17]=2)[CH2:23][CH2:22][N:21]([CH2:24][CH2:25][C:26]2[CH:31]=[CH:30][CH:29]=[CH:28][C:27]=2[C:32]([F:35])([F:33])[F:34])[CH2:20][CH2:19]1.